This data is from Full USPTO retrosynthesis dataset with 1.9M reactions from patents (1976-2016). The task is: Predict the reactants needed to synthesize the given product. (1) Given the product [CH3:1][N:2]([CH3:11])[C:3]1[CH:10]=[CH:9][C:6]([CH:7]([NH:21][C:19](=[O:20])[CH2:18][C:12]2[CH:17]=[CH:16][CH:15]=[CH:14][CH:13]=2)[NH:21][C:19](=[O:20])[CH2:18][C:12]2[CH:17]=[CH:16][CH:15]=[CH:14][CH:13]=2)=[CH:5][CH:4]=1, predict the reactants needed to synthesize it. The reactants are: [CH3:1][N:2]([CH3:11])[C:3]1[CH:10]=[CH:9][C:6]([CH:7]=O)=[CH:5][CH:4]=1.[C:12]1([CH2:18][C:19]([NH2:21])=[O:20])[CH:17]=[CH:16][CH:15]=[CH:14][CH:13]=1.C[Si](Cl)(C)C. (2) Given the product [CH3:1][O:2][C:3]1[CH:4]=[CH:5][C:6]([CH2:9][C:10]([N:12]([CH2:19][C:20]2[CH:21]=[CH:22][C:23]([Cl:26])=[CH:24][CH:25]=2)[CH:13]2[CH2:18][CH2:17][N:16]([CH:27]([CH3:29])[CH3:28])[CH2:15][CH2:14]2)=[O:11])=[CH:7][CH:8]=1, predict the reactants needed to synthesize it. The reactants are: [CH3:1][O:2][C:3]1[CH:8]=[CH:7][C:6]([CH2:9][C:10]([N:12]([CH2:19][C:20]2[CH:25]=[CH:24][C:23]([Cl:26])=[CH:22][CH:21]=2)[CH:13]2[CH2:18][CH2:17][NH:16][CH2:15][CH2:14]2)=[O:11])=[CH:5][CH:4]=1.[CH:27](Br)([CH3:29])[CH3:28].CCN(C(C)C)C(C)C.C(=O)([O-])O.[Na+]. (3) Given the product [CH3:17][O:18][C:19]1[CH:24]=[CH:23][C:22]([C:25]([C:64]2[CH:65]=[CH:66][C:67]([O:70][CH3:71])=[CH:68][CH:69]=2)([C:58]2[CH:59]=[CH:60][CH:61]=[CH:62][CH:63]=2)[O:26][CH2:27][C@H:28]2[O:32][C@@H:31]([N:33]3[CH:41]=[N:40][C:39]4[C:34]3=[N:35][CH:36]=[N:37][C:38]=4[O:42][CH2:43][CH2:44][Si:45]([CH3:48])([CH3:47])[CH3:46])[C@@H:30]([O:49][CH2:50][C:51]3[CH:56]=[CH:55][CH:54]=[CH:53][CH:52]=3)[C@@H:29]2[O:57][P:8]([O:7][CH2:6][CH2:5][C:3]#[N:4])[N:9]([CH:10]([CH3:11])[CH3:12])[CH:13]([CH3:14])[CH3:15])=[CH:21][CH:20]=1, predict the reactants needed to synthesize it. The reactants are: N#N.[C:3]([CH2:5][CH2:6][O:7][P:8](Cl)[N:9]([CH:13]([CH3:15])[CH3:14])[CH:10]([CH3:12])[CH3:11])#[N:4].[CH3:17][O:18][C:19]1[CH:24]=[CH:23][C:22]([C:25]([C:64]2[CH:69]=[CH:68][C:67]([O:70][CH3:71])=[CH:66][CH:65]=2)([C:58]2[CH:63]=[CH:62][CH:61]=[CH:60][CH:59]=2)[O:26][CH2:27][C@H:28]2[O:32][C@@H:31]([N:33]3[CH:41]=[N:40][C:39]4[C:34]3=[N:35][CH:36]=[N:37][C:38]=4[O:42][CH2:43][CH2:44][Si:45]([CH3:48])([CH3:47])[CH3:46])[C@@H:30]([O:49][CH2:50][C:51]3[CH:56]=[CH:55][CH:54]=[CH:53][CH:52]=3)[C@@H:29]2[OH:57])=[CH:21][CH:20]=1.C(N(CC)C(C)C)(C)C.CN1C=CN=C1. (4) Given the product [Cl:1][C:2]1[CH:3]=[C:4]([NH:21][S:22]([C:25]2[CH:30]=[CH:29][C:28]([CH3:31])=[C:27]([C:32]([F:35])([F:33])[F:34])[CH:26]=2)(=[O:23])=[O:24])[C:5]([C:8]([C:10]2[C:18]3[N:17]([CH3:19])[C:16](=[O:20])[NH:15][C:14]=3[CH:13]=[CH:12][CH:11]=2)=[O:9])=[N:6][CH:7]=1, predict the reactants needed to synthesize it. The reactants are: [Cl:1][C:2]1[CH:3]=[C:4]([N:21](COC)[S:22]([C:25]2[CH:30]=[CH:29][C:28]([CH3:31])=[C:27]([C:32]([F:35])([F:34])[F:33])[CH:26]=2)(=[O:24])=[O:23])[C:5]([C:8]([C:10]2[C:18]3[N:17]([CH3:19])[C:16](=[O:20])[NH:15][C:14]=3[CH:13]=[CH:12][CH:11]=2)=[O:9])=[N:6][CH:7]=1.O.CO. (5) The reactants are: [H-].[H-].[H-].[H-].[Li+].[Al+3].[CH:7]1[C:15]2[N:14]3[C:16]([C@@H:19]4[C@H:23]([CH3:24])[CH2:22][C@H:21]([NH:25][CH:26]=O)[CH2:20]4)=[CH:17][N:18]=[C:13]3[CH:12]=[N:11][C:10]=2[NH:9][CH:8]=1. Given the product [CH:7]1[C:15]2[N:14]3[C:16]([C@@H:19]4[C@H:23]([CH3:24])[CH2:22][C@H:21]([NH:25][CH3:26])[CH2:20]4)=[CH:17][N:18]=[C:13]3[CH:12]=[N:11][C:10]=2[NH:9][CH:8]=1, predict the reactants needed to synthesize it.